Dataset: Full USPTO retrosynthesis dataset with 1.9M reactions from patents (1976-2016). Task: Predict the reactants needed to synthesize the given product. (1) Given the product [Si:1]([O:8][CH2:9][C:10]1[CH:15]=[CH:14][C:13]([C:16]([C:18]2[CH:19]=[N:20][CH:21]=[CH:22][CH:23]=2)=[O:17])=[CH:12][CH:11]=1)([C:4]([CH3:7])([CH3:6])[CH3:5])([CH3:3])[CH3:2], predict the reactants needed to synthesize it. The reactants are: [Si:1]([O:8][CH2:9][C:10]1[CH:15]=[CH:14][C:13]([CH:16]([C:18]2[CH:19]=[N:20][CH:21]=[CH:22][CH:23]=2)[OH:17])=[CH:12][CH:11]=1)([C:4]([CH3:7])([CH3:6])[CH3:5])([CH3:3])[CH3:2]. (2) Given the product [C:13]([OH:28])(=[O:14])[C:12]([OH:11])=[O:22].[C:13]([OH:28])(=[O:14])[C:12]([OH:11])=[O:22].[Cl:21][C:16]1[CH:17]=[CH:18][CH:19]=[CH:20][C:15]=1[O:14][CH2:13][CH2:12][NH:23][CH2:24][CH2:25][NH:26][S:27]([C:30]1[C:31]2[CH:32]=[CH:33][N:34]=[CH:35][C:36]=2[CH:37]=[CH:38][CH:39]=1)(=[O:29])=[O:28], predict the reactants needed to synthesize it. The reactants are: CC(C[AlH]CC(C)C)C.C[O:11][C:12](=[O:22])[CH2:13][O:14][C:15]1[CH:20]=[CH:19][CH:18]=[CH:17][C:16]=1[Cl:21].[NH2:23][CH2:24][CH2:25][NH:26][S:27]([C:30]1[C:31]2[CH:32]=[CH:33][N:34]=[CH:35][C:36]=2[CH:37]=[CH:38][CH:39]=1)(=[O:29])=[O:28]. (3) Given the product [CH3:1][O:2][C:3]1[C:8]2[N:9]=[C:10]([NH:12][C:31]([C:33]3[N:34]([CH3:45])[C:35]([CH2:38][N:39]([CH2:41][CH2:42][O:43][CH3:44])[CH3:40])=[N:36][CH:37]=3)=[O:30])[S:11][C:7]=2[C:6]([N:13]2[CH2:18][CH2:17][O:16][CH2:15][CH2:14]2)=[CH:5][CH:4]=1, predict the reactants needed to synthesize it. The reactants are: [CH3:1][O:2][C:3]1[C:8]2[N:9]=[C:10]([NH2:12])[S:11][C:7]=2[C:6]([N:13]2[CH2:18][CH2:17][O:16][CH2:15][CH2:14]2)=[CH:5][CH:4]=1.C([Li])(C)(C)C.C1([O:30][C:31]([C:33]2[N:34]([CH3:45])[C:35]([CH2:38][N:39]([CH2:41][CH2:42][O:43][CH3:44])[CH3:40])=[N:36][CH:37]=2)=O)C=CC=CC=1.[Cl-].[NH4+]. (4) Given the product [C:46]1([S:52]([OH:55])(=[O:54])=[O:53])[CH:51]=[CH:50][CH:49]=[CH:48][CH:47]=1.[CH3:18][C:4]1[CH:5]=[C:6]([O:8][CH2:9][CH2:10][CH2:11][N:12]2[CH2:16][CH2:15][CH2:14][C:13]2=[O:17])[CH:7]=[C:2]([CH3:1])[C:3]=1[C:19]1[CH:24]=[CH:23][CH:22]=[C:21]([CH2:25][NH:26][C:27]2[CH:32]=[CH:31][C:30]([CH2:33][CH2:34][C:35]([OH:37])=[O:36])=[C:29]([F:40])[CH:28]=2)[CH:20]=1, predict the reactants needed to synthesize it. The reactants are: [CH3:1][C:2]1[CH:7]=[C:6]([O:8][CH2:9][CH2:10][CH2:11][N:12]2[CH2:16][CH2:15][CH2:14][C:13]2=[O:17])[CH:5]=[C:4]([CH3:18])[C:3]=1[C:19]1[CH:24]=[CH:23][CH:22]=[C:21]([CH2:25][NH:26][C:27]2[CH:32]=[CH:31][C:30]([CH2:33][CH2:34][C:35]([O:37]CC)=[O:36])=[C:29]([F:40])[CH:28]=2)[CH:20]=1.CO.[OH-].[Na+].Cl.[C:46]1([S:52]([OH:55])(=[O:54])=[O:53])[CH:51]=[CH:50][CH:49]=[CH:48][CH:47]=1. (5) Given the product [C:26]([NH:25][C:20]1[C:19]2[CH:18]=[CH:17][N:16]([C:4]([C:3]3[C:7]([Cl:15])=[CH:8][C:9]([C:11]([O:13][CH3:14])=[O:12])=[CH:10][C:2]=3[Cl:1])=[O:6])[C:24]=2[CH:23]=[CH:22][N:21]=1)(=[O:28])[CH3:27], predict the reactants needed to synthesize it. The reactants are: [Cl:1][C:2]1[CH:10]=[C:9]([C:11]([O:13][CH3:14])=[O:12])[CH:8]=[C:7]([Cl:15])[C:3]=1[C:4]([OH:6])=O.[NH:16]1[C:24]2[CH:23]=[CH:22][N:21]=[C:20]([NH:25][C:26](=[O:28])[CH3:27])[C:19]=2[CH:18]=[CH:17]1.ClC1C=C(C(=O)NCC)C=C(Cl)C=1C(O)=O. (6) Given the product [CH3:1][O:2][C:3]1[C:11]2[CH2:10][O:9][C:8](=[O:12])[C:7]=2[CH:6]=[CH:5][C:4]=1[CH:13]1[CH2:14][O:20]1, predict the reactants needed to synthesize it. The reactants are: [CH3:1][O:2][C:3]1[C:11]2[CH2:10][O:9][C:8](=[O:12])[C:7]=2[CH:6]=[CH:5][C:4]=1[CH:13]=[CH2:14].ClC1C=C(C=CC=1)C(OO)=[O:20]. (7) Given the product [F:22][C:2]([F:1])([F:23])[C:3]1[CH:8]=[CH:7][C:6]([C:9]2[CH:21]=[CH:20][C:12]3[S:13][C:14]([C:16]([OH:18])=[O:17])=[CH:15][C:11]=3[CH:10]=2)=[CH:5][CH:4]=1, predict the reactants needed to synthesize it. The reactants are: [F:1][C:2]([F:23])([F:22])[C:3]1[CH:8]=[CH:7][C:6]([C:9]2[CH:21]=[CH:20][C:12]3[S:13][C:14]([C:16]([O:18]C)=[O:17])=[CH:15][C:11]=3[CH:10]=2)=[CH:5][CH:4]=1.O.[OH-].[Li+].O.